From a dataset of Full USPTO retrosynthesis dataset with 1.9M reactions from patents (1976-2016). Predict the reactants needed to synthesize the given product. (1) The reactants are: [Cl:1][C:2]1[CH:7]=[CH:6][C:5]([Cl:8])=[CH:4][C:3]=1[CH2:9][N:10]1[CH2:14][C@H:13]([O:15][CH3:16])[CH2:12][C@H:11]1[C:17]([OH:19])=O.[CH:20]1([N:23]2[C:32]3[C:27](=[CH:28][CH:29]=[CH:30][CH:31]=3)[NH:26][CH2:25][CH2:24]2)[CH2:22][CH2:21]1.CN(C(ON1N=NC2C=CC=NC1=2)=[N+](C)C)C.F[P-](F)(F)(F)(F)F.CCN(C(C)C)C(C)C. Given the product [CH:20]1([N:23]2[C:32]3[C:27](=[CH:28][CH:29]=[CH:30][CH:31]=3)[N:26]([C:17]([C@@H:11]3[CH2:12][C@@H:13]([O:15][CH3:16])[CH2:14][N:10]3[CH2:9][C:3]3[CH:4]=[C:5]([Cl:8])[CH:6]=[CH:7][C:2]=3[Cl:1])=[O:19])[CH2:25][CH2:24]2)[CH2:22][CH2:21]1, predict the reactants needed to synthesize it. (2) Given the product [N+:20](/[CH:23]=[CH:17]/[C:15]1[S:16][C:12]([O:11][C:8]2[CH:9]=[CH:10][C:5]([CH3:19])=[CH:6][CH:7]=2)=[CH:13][CH:14]=1)([O-:22])=[O:21], predict the reactants needed to synthesize it. The reactants are: C(O)(=O)C.[C:5]1([CH3:19])[CH:10]=[CH:9][C:8]([O:11][C:12]2[S:16][C:15]([CH:17]=O)=[CH:14][CH:13]=2)=[CH:7][CH:6]=1.[N+:20]([CH3:23])([O-:22])=[O:21].C([O-])(=O)C.[NH4+]. (3) Given the product [CH2:1]([C:3]1[CH:4]=[CH:5][CH:6]=[C:7]2[C:11]=1[NH:10][CH:9]=[C:8]2[CH:17]([N:18]([CH3:19])[CH3:20])[C:16]1[CH:21]=[CH:22][CH:23]=[CH:24][C:15]=1[O:14][CH3:13])[CH3:2], predict the reactants needed to synthesize it. The reactants are: [CH2:1]([C:3]1[CH:4]=[CH:5][CH:6]=[C:7]2[C:11]=1[NH:10][CH:9]=[CH:8]2)[CH3:2].[Cl-].[CH3:13][O:14][C:15]1[CH:24]=[CH:23][CH:22]=[CH:21][C:16]=1[CH:17]=[N+:18]([CH3:20])[CH3:19].COC1C=CC=CC=1C=O.CNC.